Dataset: Full USPTO retrosynthesis dataset with 1.9M reactions from patents (1976-2016). Task: Predict the reactants needed to synthesize the given product. (1) Given the product [CH3:25][C:7]1[CH2:11][N:10]([C:12]([O:14][C:15]([CH3:18])([CH3:17])[CH3:16])=[O:13])[C@H:9]([C:19]([O:21][CH3:22])=[O:20])[CH:8]=1, predict the reactants needed to synthesize it. The reactants are: FC(F)(F)S(O[C:7]1[CH2:11][N:10]([C:12]([O:14][C:15]([CH3:18])([CH3:17])[CH3:16])=[O:13])[C@H:9]([C:19]([O:21][CH3:22])=[O:20])[CH:8]=1)(=O)=O.[CH:25]1(B(O)O)CC1.C([O-])([O-])=O.[Na+].[Na+]. (2) Given the product [C:38]([O:40][CH2:23][C:19]1[CH:18]=[C:17]([O:16][C:15]2[CH:24]=[CH:25][C:12]([C:3]([O:8][CH2:9][O:10][CH3:11])([C:4]([F:7])([F:6])[F:5])[C:2]([F:1])([F:29])[F:30])=[CH:13][C:14]=2[CH2:26][CH2:27][CH3:28])[CH:22]=[CH:21][N:20]=1)(=[O:39])[CH3:34], predict the reactants needed to synthesize it. The reactants are: [F:1][C:2]([F:30])([F:29])[C:3]([C:12]1[CH:25]=[CH:24][C:15]([O:16][C:17]2[CH:22]=[CH:21][N:20]=[C:19]([CH3:23])[CH:18]=2)=[C:14]([CH2:26][CH2:27][CH3:28])[CH:13]=1)([O:8][CH2:9][O:10][CH3:11])[C:4]([F:7])([F:6])[F:5].ClC1C=CC=[C:34]([C:38]([O:40]O)=[O:39])C=1.S([O-])([O-])(=O)=S.[Na+].[Na+].C(=O)([O-])O.[Na+]. (3) Given the product [CH3:11][N:9]1[C:10]2[C:6](=[CH:5][CH:4]=[CH:3][C:2]=2[CH3:1])[CH:7]=[CH:8]1, predict the reactants needed to synthesize it. The reactants are: [CH3:1][C:2]1[CH:3]=[CH:4][CH:5]=[C:6]2[C:10]=1[NH:9][CH:8]=[CH:7]2.[CH3:11]C1C2C(=CC=CC=2)NC=1.